This data is from Forward reaction prediction with 1.9M reactions from USPTO patents (1976-2016). The task is: Predict the product of the given reaction. (1) Given the reactants [CH3:1][C:2]1([CH3:16])[C:7]2[CH:8]=[C:9](B(O)O)[CH:10]=[CH:11][C:6]=2[NH:5][C:4](=[O:15])[O:3]1.Br[C:18]1[CH:19]=[C:20]([CH:23]=[CH:24][CH:25]=1)[C:21]#[N:22].C(=O)([O-])[O-].[Na+].[Na+], predict the reaction product. The product is: [CH3:1][C:2]1([CH3:16])[O:3][C:4](=[O:15])[NH:5][C:6]2[CH:11]=[CH:10][C:9]([C:18]3[CH:19]=[C:20]([CH:23]=[CH:24][CH:25]=3)[C:21]#[N:22])=[CH:8][C:7]1=2. (2) Given the reactants CC([N:5]([CH2:9][C@@H:10]([NH:22][C:23]([C:25]1[S:26][C:27]([Cl:37])=[C:28]([C:30]2[N:34]([CH3:35])[N:33]=[CH:32][C:31]=2Br)[CH:29]=1)=[O:24])[CH2:11][C:12]1[CH:17]=[CH:16][CH:15]=[CH:14][C:13]=1[C:18]([F:21])([F:20])[F:19])C(=O)[O-])(C)C.C(O)(C(F)(F)F)=O.C(Cl)[Cl:46], predict the reaction product. The product is: [NH2:5][CH2:9][C@@H:10]([NH:22][C:23]([C:25]1[S:26][C:27]([Cl:37])=[C:28]([C:30]2[N:34]([CH3:35])[N:33]=[CH:32][C:31]=2[Cl:46])[CH:29]=1)=[O:24])[CH2:11][C:12]1[CH:17]=[CH:16][CH:15]=[CH:14][C:13]=1[C:18]([F:20])([F:21])[F:19]. (3) Given the reactants Br[C:2]1[CH:3]=[C:4]2[C:8](=[CH:9][CH:10]=1)[C:7](=[O:11])[N:6]([C:12]1[CH:17]=[CH:16][CH:15]=[CH:14][CH:13]=1)[CH2:5]2.[B:18]1([B:18]2[O:22][C:21]([CH3:24])([CH3:23])[C:20]([CH3:26])([CH3:25])[O:19]2)[O:22][C:21]([CH3:24])([CH3:23])[C:20]([CH3:26])([CH3:25])[O:19]1.C([O-])(=O)C.[K+], predict the reaction product. The product is: [C:12]1([N:6]2[CH2:5][C:4]3[C:8](=[CH:9][CH:10]=[C:2]([B:18]4[O:22][C:21]([CH3:24])([CH3:23])[C:20]([CH3:26])([CH3:25])[O:19]4)[CH:3]=3)[C:7]2=[O:11])[CH:17]=[CH:16][CH:15]=[CH:14][CH:13]=1. (4) Given the reactants C(=O)([O-])[O-].[K+].[K+].[C:7]([O:11][CH3:12])(=[O:10])[CH:8]=[CH2:9].[CH3:13][O:14][C:15]1[CH:16]=[C:17]2[C:21](=[CH:22][C:23]=1[O:24][CH3:25])[NH:20][CH:19]=[C:18]2[C:26]1[N:34]([S:35]([C:38]2[CH:43]=[CH:42][C:41]([CH3:44])=[CH:40][CH:39]=2)(=[O:37])=[O:36])[C:29]2=[N:30][CH:31]=[CH:32][CH:33]=[C:28]2[CH:27]=1.O, predict the reaction product. The product is: [CH3:13][O:14][C:15]1[CH:16]=[C:17]2[C:21](=[CH:22][C:23]=1[O:24][CH3:25])[N:20]([CH2:9][CH2:8][C:7]([O:11][CH3:12])=[O:10])[CH:19]=[C:18]2[C:26]1[N:34]([S:35]([C:38]2[CH:39]=[CH:40][C:41]([CH3:44])=[CH:42][CH:43]=2)(=[O:37])=[O:36])[C:29]2=[N:30][CH:31]=[CH:32][CH:33]=[C:28]2[CH:27]=1.